From a dataset of Reaction yield outcomes from USPTO patents with 853,638 reactions. Predict the reaction yield, written as a fraction of the theoretical maximum amount of product (1.0 means a 100% yield; for example, 0.34 means a 34% yield). (1) The reactants are [CH3:1][C:2]([CH3:18])([N:7]1[C:15](=[O:16])[C:14]2[C:9](=[CH:10][CH:11]=[CH:12][CH:13]=2)[C:8]1=[O:17])[CH2:3][C:4]([OH:6])=O.[NH2:19][CH2:20][C:21]1[CH:26]=[CH:25][CH:24]=[CH:23][N:22]=1. The catalyst is C(Cl)Cl. The product is [N:22]1[CH:23]=[CH:24][CH:25]=[CH:26][C:21]=1[CH2:20][NH:19][C:4](=[O:6])[CH2:3][C:2]([CH3:1])([CH3:18])[N:7]1[C:15](=[O:16])[C:14]2[C:9](=[CH:10][CH:11]=[CH:12][CH:13]=2)[C:8]1=[O:17]. The yield is 0.580. (2) The reactants are C([O:5][NH:6][C:7]([C@:9]1([CH3:44])[C@H:14]([NH:15][S:16]([C:19]2[CH:24]=[CH:23][C:22]([O:25][CH2:26][C:27]3[C:36]4[C:31](=[CH:32][CH:33]=[CH:34][CH:35]=4)[N:30]=[C:29]([CH3:37])[CH:28]=3)=[CH:21][CH:20]=2)(=[O:18])=[O:17])[CH2:13][CH2:12][N:11]([S:38]([CH:41]([CH3:43])[CH3:42])(=[O:40])=[O:39])[CH2:10]1)=[O:8])(C)(C)C.FC(F)(F)C(O)=O. No catalyst specified. The product is [OH:5][NH:6][C:7]([C@:9]1([CH3:44])[C@H:14]([NH:15][S:16]([C:19]2[CH:24]=[CH:23][C:22]([O:25][CH2:26][C:27]3[C:36]4[C:31](=[CH:32][CH:33]=[CH:34][CH:35]=4)[N:30]=[C:29]([CH3:37])[CH:28]=3)=[CH:21][CH:20]=2)(=[O:17])=[O:18])[CH2:13][CH2:12][N:11]([S:38]([CH:41]([CH3:42])[CH3:43])(=[O:40])=[O:39])[CH2:10]1)=[O:8]. The yield is 0.830. (3) The reactants are [NH2:1][C:2]1[N:7]=[C:6](Cl)[CH:5]=[CH:4][N:3]=1.[CH3:9][O-].[Na+].Cl[CH2:13][CH:14]=[O:15]. The catalyst is CO.O. The product is [CH3:9][O:15][C:14]1[CH:13]=[CH:4][N:3]2[CH:5]=[CH:6][N:7]=[C:2]2[N:1]=1. The yield is 0.670. (4) The reactants are [N:1]1([C:11]([O:13][C:14]([CH3:17])([CH3:16])[CH3:15])=[O:12])[CH2:6][CH2:5][CH2:4][CH:3]([C:7]([O:9][CH3:10])=[O:8])[CH2:2]1.[Li+].C[Si]([N-][Si](C)(C)C)(C)C.[CH2:28](Br)[CH:29]=[CH2:30]. The catalyst is O1CCCC1. The product is [CH2:30]([C:3]1([C:7]([O:9][CH3:10])=[O:8])[CH2:4][CH2:5][CH2:6][N:1]([C:11]([O:13][C:14]([CH3:17])([CH3:16])[CH3:15])=[O:12])[CH2:2]1)[CH:29]=[CH2:28]. The yield is 0.940. (5) The reactants are Cl[C:2]1[N:7]2[N:8]=[CH:9][CH:10]=[C:6]2[N:5]=[C:4]([NH:11][C:12](=[O:23])[C:13]2[CH:18]=[CH:17][C:16]([C:19]([OH:22])([CH3:21])[CH3:20])=[CH:15][CH:14]=2)[CH:3]=1.[CH3:24][CH:25]1[CH2:29][CH2:28][CH2:27][NH:26]1. The catalyst is CN1C(=O)CCC1.CS(C)=O.CO. The product is [OH:22][C:19]([C:16]1[CH:17]=[CH:18][C:13]([C:12]([NH:11][C:4]2[CH:3]=[C:2]([N:26]3[CH2:27][CH2:28][CH2:29][CH:25]3[CH3:24])[N:7]3[N:8]=[CH:9][CH:10]=[C:6]3[N:5]=2)=[O:23])=[CH:14][CH:15]=1)([CH3:21])[CH3:20]. The yield is 0.590.